Dataset: Full USPTO retrosynthesis dataset with 1.9M reactions from patents (1976-2016). Task: Predict the reactants needed to synthesize the given product. (1) Given the product [CH3:7][C:8]1[N:9]=[C:10]([C:18]2[CH:19]=[CH:20][C:21]([C:24]([F:27])([F:25])[F:26])=[CH:22][CH:23]=2)[S:11][C:12]=1[CH2:13][OH:14], predict the reactants needed to synthesize it. The reactants are: [H-].[Al+3].[Li+].[H-].[H-].[H-].[CH3:7][C:8]1[N:9]=[C:10]([C:18]2[CH:23]=[CH:22][C:21]([C:24]([F:27])([F:26])[F:25])=[CH:20][CH:19]=2)[S:11][C:12]=1[C:13](OCC)=[O:14]. (2) Given the product [Si:1]([O:8][CH2:9][CH2:10][CH2:11][NH:12][C:13]1[CH:14]=[CH:15][C:16]([NH:19][C:36]([C:31]2[C:30]([C:28]([NH:27][C:24]3[CH:23]=[CH:22][C:21]([Cl:20])=[CH:26][N:25]=3)=[O:29])=[N:35][CH:34]=[CH:33][N:32]=2)=[O:37])=[CH:17][CH:18]=1)([C:4]([CH3:6])([CH3:7])[CH3:5])([CH3:3])[CH3:2], predict the reactants needed to synthesize it. The reactants are: [Si:1]([O:8][CH2:9][CH2:10][CH2:11][NH:12][C:13]1[CH:18]=[CH:17][C:16]([NH2:19])=[CH:15][CH:14]=1)([C:4]([CH3:7])([CH3:6])[CH3:5])([CH3:3])[CH3:2].[Cl:20][C:21]1[CH:22]=[CH:23][C:24]([NH:27][C:28]([C:30]2[C:31]([C:36](O)=[O:37])=[N:32][CH:33]=[CH:34][N:35]=2)=[O:29])=[N:25][CH:26]=1. (3) Given the product [ClH:20].[F:8][C:7]1[C:2]([F:1])=[CH:3][C:4]2[N:17]=[C:15]([NH2:16])[C:14]3[CH:13]=[CH:12][S:11][C:10]=3[NH:9][C:5]=2[CH:6]=1, predict the reactants needed to synthesize it. The reactants are: [F:1][C:2]1[C:7]([F:8])=[CH:6][C:5]([NH:9][C:10]2[S:11][CH:12]=[CH:13][C:14]=2[C:15]#[N:16])=[C:4]([N+:17]([O-])=O)[CH:3]=1.[ClH:20]. (4) Given the product [CH:2]([CH:3]1[CH2:11][C:10]2[C:5](=[CH:6][CH:7]=[C:8]([C:12]#[N:13])[CH:9]=2)[CH2:4]1)=[O:1], predict the reactants needed to synthesize it. The reactants are: [OH:1][CH2:2][CH:3]1[CH2:11][C:10]2[C:5](=[CH:6][CH:7]=[C:8]([C:12]#[N:13])[CH:9]=2)[CH2:4]1.CC(OI1(OC(C)=O)(OC(C)=O)OC(=O)C2C=CC=CC1=2)=O. (5) Given the product [CH3:1][O:2][C:3]([C@@H:5]1[CH:14]=[C:13]2[C@@H:8]([CH2:9][C:10]3[C:11]4[C:18]([NH:19][CH:20]=3)=[CH:17][CH:16]=[CH:15][C:12]=42)[N:7]([C:28](=[O:29])[NH:27][C:21]2[CH:26]=[CH:25][CH:24]=[CH:23][CH:22]=2)[CH2:6]1)=[O:4], predict the reactants needed to synthesize it. The reactants are: [CH3:1][O:2][C:3]([C@@H:5]1[CH:14]=[C:13]2[C@@H:8]([CH2:9][C:10]3[C:11]4[C:18]([NH:19][CH:20]=3)=[CH:17][CH:16]=[CH:15][C:12]=42)[NH:7][CH2:6]1)=[O:4].[C:21]1([N:27]=[C:28]=[O:29])[CH:26]=[CH:25][CH:24]=[CH:23][CH:22]=1. (6) Given the product [Cl:52][C:53]1[CH:54]=[C:55]([CH:58]=[CH:59][CH:60]=1)[CH2:56][NH:57][C:48]([C:40]1[CH:39]=[C:38]2[C:43]([C:44](=[O:45])[N:35]([C:30]3[CH:29]=[CH:28][C:27]([O:26][CH3:25])=[C:32]([O:33][CH3:34])[N:31]=3)[C:36](=[S:51])[NH:37]2)=[C:42]([O:46][CH3:47])[CH:41]=1)=[O:50], predict the reactants needed to synthesize it. The reactants are: CN(C(ON1N=NC2C=CC=NC1=2)=[N+](C)C)C.F[P-](F)(F)(F)(F)F.[CH3:25][O:26][C:27]1[CH:28]=[CH:29][C:30]([N:35]2[C:44](=[O:45])[C:43]3[C:38](=[CH:39][C:40]([C:48]([OH:50])=O)=[CH:41][C:42]=3[O:46][CH3:47])[NH:37][C:36]2=[S:51])=[N:31][C:32]=1[O:33][CH3:34].[Cl:52][C:53]1[CH:54]=[C:55]([CH:58]=[CH:59][CH:60]=1)[CH2:56][NH2:57].O. (7) The reactants are: [Cl:1][C:2]1[CH:3]=[N:4][CH:5]=[C:6]([Cl:20])[C:7]=1[S:8][C:9]1[S:13][C:12]([C:14](Cl)=[O:15])=[CH:11][C:10]=1[N+:17]([O-:19])=[O:18].[CH3:21][O:22][C:23]1[CH:28]=[CH:27][CH:26]=[C:25]([NH2:29])[CH:24]=1. Given the product [Cl:1][C:2]1[CH:3]=[N:4][CH:5]=[C:6]([Cl:20])[C:7]=1[S:8][C:9]1[S:13][C:12]([C:14]([NH:29][C:25]2[CH:26]=[CH:27][CH:28]=[C:23]([O:22][CH3:21])[CH:24]=2)=[O:15])=[CH:11][C:10]=1[N+:17]([O-:19])=[O:18], predict the reactants needed to synthesize it. (8) Given the product [CH3:25][N:26]([CH2:27][CH2:28][CH2:29][S:30]([CH2:33][CH2:34][CH2:35][C:36]([F:42])([F:41])[C:37]([F:40])([F:39])[F:38])(=[O:32])=[O:31])[CH2:2][CH2:3][CH2:4][CH2:5][CH2:6][C:7]1[C:13]2[CH:14]=[CH:15][C:16]([OH:18])=[CH:17][C:12]=2[CH2:11][CH2:10][CH2:9][C:8]=1[C:19]1[CH:24]=[CH:23][CH:22]=[CH:21][CH:20]=1, predict the reactants needed to synthesize it. The reactants are: Br[CH2:2][CH2:3][CH2:4][CH2:5][CH2:6][C:7]1[C:13]2[CH:14]=[CH:15][C:16]([OH:18])=[CH:17][C:12]=2[CH2:11][CH2:10][CH2:9][C:8]=1[C:19]1[CH:24]=[CH:23][CH:22]=[CH:21][CH:20]=1.[CH3:25][NH:26][CH2:27][CH2:28][CH2:29][S:30]([CH2:33][CH2:34][CH2:35][C:36]([F:42])([F:41])[C:37]([F:40])([F:39])[F:38])(=[O:32])=[O:31]. (9) Given the product [Br:1][C:2]1[CH:7]=[CH:6][C:5]([C:16]2([OH:20])[CH2:19][CH2:18][CH2:17]2)=[CH:4][C:3]=1[O:9][CH3:10], predict the reactants needed to synthesize it. The reactants are: [Br:1][C:2]1[CH:7]=[CH:6][C:5](I)=[CH:4][C:3]=1[O:9][CH3:10].C([Li])CCC.[C:16]1(=[O:20])[CH2:19][CH2:18][CH2:17]1.